From a dataset of Forward reaction prediction with 1.9M reactions from USPTO patents (1976-2016). Predict the product of the given reaction. (1) Given the reactants [NH2:1][C@H:2]([CH3:21])[CH2:3][C:4]1[C:12]2[C:7](=[C:8]([CH2:13][C:14]([N:16]([CH2:19][CH3:20])[CH2:17][CH3:18])=[O:15])[CH:9]=[CH:10][CH:11]=2)[NH:6][CH:5]=1.C[Si](C)(C)NC(=O)C.[Cl:30][C:31]1[CH:32]=[C:33]([CH:37]=[CH:38][CH:39]=1)[C@H:34]1[O:36][CH2:35]1.Cl.C(=O)([O-])O.[Na+], predict the reaction product. The product is: [Cl:30][C:31]1[CH:32]=[C:33]([C@@H:34]([OH:36])[CH2:35][NH:1][C@H:2]([CH3:21])[CH2:3][C:4]2[C:12]3[C:7](=[C:8]([CH2:13][C:14]([N:16]([CH2:19][CH3:20])[CH2:17][CH3:18])=[O:15])[CH:9]=[CH:10][CH:11]=3)[NH:6][CH:5]=2)[CH:37]=[CH:38][CH:39]=1. (2) The product is: [ClH:31].[C:12]([C:16]1[N:17]=[C:18]([CH:32]2[CH2:33][CH2:34][CH2:35]2)[CH:19]=[C:20]([N:22]2[CH2:27][CH2:26][N:25]([CH2:28][CH2:29][CH2:30][S:1][C:2]3[N:7]=[CH:6][CH:5]=[CH:4][N:3]=3)[CH2:24][CH2:23]2)[N:21]=1)([CH3:15])([CH3:13])[CH3:14].[ClH:31]. Given the reactants [SH:1][C:2]1[N:7]=[CH:6][CH:5]=[CH:4][N:3]=1.[OH-].[Li+].[I-].[Na+].[C:12]([C:16]1[N:21]=[C:20]([N:22]2[CH2:27][CH2:26][N:25]([CH2:28][CH2:29][CH2:30][Cl:31])[CH2:24][CH2:23]2)[CH:19]=[C:18]([CH:32]2[CH2:35][CH2:34][CH2:33]2)[N:17]=1)([CH3:15])([CH3:14])[CH3:13], predict the reaction product. (3) Given the reactants O[C:2]1[C:11]2[C:6](=[CH:7][CH:8]=[CH:9][CH:10]=2)[N:5]=[C:4]([CH2:12][O:13][C:14]2[CH:19]=[CH:18][CH:17]=[CH:16][CH:15]=2)[N:3]=1.C(N(CCC)CCC)CC.P(Cl)(Cl)([Cl:32])=O, predict the reaction product. The product is: [Cl:32][C:2]1[C:11]2[C:6](=[CH:7][CH:8]=[CH:9][CH:10]=2)[N:5]=[C:4]([CH2:12][O:13][C:14]2[CH:19]=[CH:18][CH:17]=[CH:16][CH:15]=2)[N:3]=1. (4) Given the reactants [CH3:1][S:2]([CH2:5][C:6]([OH:8])=O)(=[O:4])=[O:3].[F:9][C:10]1([C:15]2[CH:20]=[CH:19][C:18]([C:21]3[CH2:25][C:24]([C:30]4[CH:35]=[C:34]([Cl:36])[C:33]([Cl:37])=[C:32]([Cl:38])[CH:31]=4)([C:26]([F:29])([F:28])[F:27])[O:23][N:22]=3)=[CH:17][CH:16]=2)[CH2:13][CH:12]([NH2:14])[CH2:11]1.CCN(C(C)C)C(C)C.CN(C(ON1N=NC2C=CC=NC1=2)=[N+](C)C)C.F[P-](F)(F)(F)(F)F, predict the reaction product. The product is: [F:9][C:10]1([C:15]2[CH:16]=[CH:17][C:18]([C:21]3[CH2:25][C:24]([C:30]4[CH:35]=[C:34]([Cl:36])[C:33]([Cl:37])=[C:32]([Cl:38])[CH:31]=4)([C:26]([F:27])([F:28])[F:29])[O:23][N:22]=3)=[CH:19][CH:20]=2)[CH2:13][CH:12]([NH:14][C:6](=[O:8])[CH2:5][S:2]([CH3:1])(=[O:4])=[O:3])[CH2:11]1. (5) Given the reactants [F:1][C:2]([F:22])([F:21])[C:3]1[CH:8]=[CH:7][C:6]([C:9]2[CH:10]=[C:11]3[C:15](=[CH:16][CH:17]=2)[NH:14][CH:13]=[C:12]3[CH2:18][C:19]#[N:20])=[CH:5][CH:4]=1.[H-].[Na+].I[CH3:26], predict the reaction product. The product is: [CH3:26][N:14]1[C:15]2[C:11](=[CH:10][C:9]([C:6]3[CH:7]=[CH:8][C:3]([C:2]([F:21])([F:1])[F:22])=[CH:4][CH:5]=3)=[CH:17][CH:16]=2)[C:12]([CH2:18][C:19]#[N:20])=[CH:13]1. (6) Given the reactants [Cl:1][C:2]1[CH:7]=[CH:6][C:5]([C:8]2[C:13]([O:14][CH2:15][CH:16]3[CH2:18][CH2:17]3)=[CH:12][N:11]=[C:10]([C:19]([OH:21])=O)[N:9]=2)=[CH:4][CH:3]=1.[F:22][C:23]([F:32])([F:31])[C:24]1[CH:28]=[C:27]([CH2:29][NH2:30])[O:26][N:25]=1, predict the reaction product. The product is: [F:32][C:23]([F:22])([F:31])[C:24]1[CH:28]=[C:27]([CH2:29][NH:30][C:19]([C:10]2[N:9]=[C:8]([C:5]3[CH:4]=[CH:3][C:2]([Cl:1])=[CH:7][CH:6]=3)[C:13]([O:14][CH2:15][CH:16]3[CH2:17][CH2:18]3)=[CH:12][N:11]=2)=[O:21])[O:26][N:25]=1. (7) Given the reactants C([O-])(O)=O.[Na+].OC(C(F)(F)F)=O.[CH2:13]([O:20][N:21]1[C:27](=[O:28])[N:26]2[CH2:29][C@H:22]1[CH2:23][CH2:24][C@H:25]2[C:30]([NH:32][NH2:33])=[O:31])[C:14]1[CH:19]=[CH:18][CH:17]=[CH:16][CH:15]=1.[N:34]#[C:35]Br, predict the reaction product. The product is: [NH2:34][C:35]1[O:31][C:30]([C@@H:25]2[CH2:24][CH2:23][C@@H:22]3[CH2:29][N:26]2[C:27](=[O:28])[N:21]3[O:20][CH2:13][C:14]2[CH:19]=[CH:18][CH:17]=[CH:16][CH:15]=2)=[N:32][N:33]=1.